Predict the reaction yield, written as a fraction of the theoretical maximum amount of product (1.0 means a 100% yield; for example, 0.34 means a 34% yield). From a dataset of Reaction yield outcomes from USPTO patents with 853,638 reactions. (1) The reactants are [CH2:1]([O:8][C:9]1[C:16]([N+:17]([O-:19])=[O:18])=[CH:15][C:12]([CH:13]=O)=[C:11](F)[CH:10]=1)[C:2]1[CH:7]=[CH:6][CH:5]=[CH:4][CH:3]=1.CN(C)C(=O)C.O.[NH2:28][NH2:29]. The catalyst is O. The product is [CH2:1]([O:8][C:9]1[CH:10]=[C:11]2[C:12]([CH:13]=[N:28][NH:29]2)=[CH:15][C:16]=1[N+:17]([O-:19])=[O:18])[C:2]1[CH:7]=[CH:6][CH:5]=[CH:4][CH:3]=1. The yield is 0.650. (2) The catalyst is C1(C)C=CC=CC=1.C1COCC1. The reactants are Br[C:2]1[CH:7]=[CH:6][C:5]([C:8]2[C:17]3[C:12](=[CH:13][CH:14]=[CH:15][CH:16]=3)[CH:11]=[CH:10][CH:9]=2)=[CH:4][CH:3]=1.CCCCCC.C([Li])CCC.[B:29](OC(C)C)([O:34]C(C)C)[O:30]C(C)C.Cl. The yield is 0.670. The product is [C:8]1([C:5]2[CH:6]=[CH:7][C:2]([B:29]([OH:34])[OH:30])=[CH:3][CH:4]=2)[C:17]2[C:12](=[CH:13][CH:14]=[CH:15][CH:16]=2)[CH:11]=[CH:10][CH:9]=1. (3) The reactants are [CH3:1][C:2]1[C:6]([CH2:7][N:8]2[CH:12]=[C:11]([N:13]3[C:17](=[O:18])[CH2:16][NH:15][C:14]3=[O:19])[CH:10]=[N:9]2)=[C:5]([CH3:20])[O:4][N:3]=1.Br[CH2:22][C:23]1[CH:28]=[CH:27][CH:26]=[C:25]([CH3:29])[CH:24]=1. No catalyst specified. The product is [CH3:1][C:2]1[C:6]([CH2:7][N:8]2[CH:12]=[C:11]([N:13]3[C:17](=[O:18])[CH2:16][N:15]([CH2:22][C:23]4[CH:28]=[CH:27][CH:26]=[C:25]([CH3:29])[CH:24]=4)[C:14]3=[O:19])[CH:10]=[N:9]2)=[C:5]([CH3:20])[O:4][N:3]=1. The yield is 0.250. (4) The product is [CH3:1][O:2][C:3]1[CH:8]=[CH:7][C:6]([S:9][C:10]2[CH:11]=[CH:12][C:13]([CH2:16][N:17]3[CH2:22][CH2:21][CH:20]([C:23]4[CH:24]=[C:25]([NH2:30])[CH:26]=[CH:27][C:28]=4[CH3:29])[CH2:19][CH2:18]3)=[CH:14][CH:15]=2)=[CH:5][CH:4]=1. The yield is 0.982. The reactants are [CH3:1][O:2][C:3]1[CH:8]=[CH:7][C:6]([S:9][C:10]2[CH:15]=[CH:14][C:13]([CH2:16][N:17]3[CH2:22][CH2:21][CH:20]([C:23]4[CH:24]=[C:25]([NH:30]C(OCC5C=CC=CC=5)=O)[CH:26]=[CH:27][C:28]=4[CH3:29])[CH2:19][CH2:18]3)=[CH:12][CH:11]=2)=[CH:5][CH:4]=1.[OH-].[K+].CCCCCC.CCOC(C)=O. The catalyst is CO.